Predict the product of the given reaction. From a dataset of Forward reaction prediction with 1.9M reactions from USPTO patents (1976-2016). (1) Given the reactants [CH3:1][C:2]1[CH:7]=[CH:6][CH:5]=[CH:4][N:3]=1.C([Li])CCC.[CH3:13][CH:14]([C:16](=[O:20])[CH:17]([CH3:19])[CH3:18])[CH3:15], predict the reaction product. The product is: [CH3:13][CH:14]([C:16]([CH2:1][C:2]1[CH:7]=[CH:6][CH:5]=[CH:4][N:3]=1)([OH:20])[CH:17]([CH3:19])[CH3:18])[CH3:15]. (2) Given the reactants [C:9](O[C:9]([O:11][C:12]([CH3:15])([CH3:14])[CH3:13])=[O:10])([O:11][C:12]([CH3:15])([CH3:14])[CH3:13])=[O:10].[F:16][C:17]1[CH:22]=[C:21]([F:23])[CH:20]=[C:19]([F:24])[C:18]=1[C@H:25]1[NH:29][C@@H:28]([CH2:30][OH:31])[CH2:27][CH2:26]1.N1C=CN=C1.Cl, predict the reaction product. The product is: [OH:31][CH2:30][C@H:28]1[CH2:27][CH2:26][C@@H:25]([C:18]2[C:17]([F:16])=[CH:22][C:21]([F:23])=[CH:20][C:19]=2[F:24])[N:29]1[C:9]([O:11][C:12]([CH3:13])([CH3:14])[CH3:15])=[O:10]. (3) Given the reactants [CH2:1]([O:8][C:9]([NH:11][CH:12]([CH3:17])[CH2:13][C:14]([OH:16])=O)=[O:10])[C:2]1[CH:7]=[CH:6][CH:5]=[CH:4][CH:3]=1.CN1CCOCC1.ClC(OCC(C)C)=O.Cl.[CH3:34][NH:35][O:36][CH3:37].Cl, predict the reaction product. The product is: [CH2:1]([O:8][C:9](=[O:10])[NH:11][CH:12]([CH3:17])[CH2:13][C:14]([N:35]([O:36][CH3:37])[CH3:34])=[O:16])[C:2]1[CH:3]=[CH:4][CH:5]=[CH:6][CH:7]=1. (4) Given the reactants [CH3:1][O:2][C:3]1[CH:8]=[C:7]([CH3:9])[C:6]([S:10]([N:13]([CH2:15][C:16]2[O:20][CH:19]=[C:18]([C:21](O)=[O:22])[CH:17]=2)[CH3:14])(=[O:12])=[O:11])=[C:5]([CH3:24])[CH:4]=1.CCN=C=NCCCN(C)C.C1C=CC2N(O)N=NC=2C=1.CCN(C(C)C)C(C)C.Cl.[CH3:56][NH:57][CH2:58][C:59]1[CH:70]=[CH:69][C:62]([CH2:63][N:64]2[CH2:67][CH:66]([OH:68])[CH2:65]2)=[CH:61][CH:60]=1, predict the reaction product. The product is: [OH:68][CH:66]1[CH2:65][N:64]([CH2:63][C:62]2[CH:69]=[CH:70][C:59]([CH2:58][N:57]([CH3:56])[C:21]([C:18]3[CH:17]=[C:16]([CH2:15][N:13]([S:10]([C:6]4[C:7]([CH3:9])=[CH:8][C:3]([O:2][CH3:1])=[CH:4][C:5]=4[CH3:24])(=[O:11])=[O:12])[CH3:14])[O:20][CH:19]=3)=[O:22])=[CH:60][CH:61]=2)[CH2:67]1. (5) Given the reactants C[Al](C)C.[CH2:5]([N:7]1[CH2:13][CH2:12][CH2:11][N:10]([C:14]2[N:19]=[CH:18][C:17]([C:20]([O:22]C)=O)=[CH:16][N:15]=2)[CH2:9][CH2:8]1)[CH3:6].[CH3:24][O:25][C:26]1[CH:27]=[C:28]([CH2:34][CH2:35][C:36]2[CH:37]=[C:38]([NH2:41])[NH:39][N:40]=2)[CH:29]=[C:30]([O:32][CH3:33])[CH:31]=1, predict the reaction product. The product is: [CH3:33][O:32][C:30]1[CH:29]=[C:28]([CH2:34][CH2:35][C:36]2[CH:37]=[C:38]([NH:41][C:20]([C:17]3[CH:18]=[N:19][C:14]([N:10]4[CH2:11][CH2:12][CH2:13][N:7]([CH2:5][CH3:6])[CH2:8][CH2:9]4)=[N:15][CH:16]=3)=[O:22])[NH:39][N:40]=2)[CH:27]=[C:26]([O:25][CH3:24])[CH:31]=1. (6) Given the reactants [C:1]1([C:7]2[N:11]=[C:10]([NH:12][C:13]([C@@H:15]3[CH2:20][CH2:19][CH2:18][CH2:17][NH:16]3)=[O:14])[S:9][N:8]=2)[CH:6]=[CH:5][CH:4]=[CH:3][CH:2]=1.Cl.C(N(CC)C(C)C)(C)C.[Cl:31][C:32]1[C:33](F)=[N:34][CH:35]=[C:36]([C:38]([F:41])([F:40])[F:39])[CH:37]=1, predict the reaction product. The product is: [C:1]1([C:7]2[N:11]=[C:10]([NH:12][C:13]([C@@H:15]3[CH2:20][CH2:19][CH2:18][CH2:17][N:16]3[C:33]3[C:32]([Cl:31])=[CH:37][C:36]([C:38]([F:41])([F:39])[F:40])=[CH:35][N:34]=3)=[O:14])[S:9][N:8]=2)[CH:2]=[CH:3][CH:4]=[CH:5][CH:6]=1. (7) Given the reactants [NH:1]1[CH:5]=[CH:4][C:3]([C:6]2[C:15]3[C:10](=[CH:11][CH:12]=[CH:13][CH:14]=3)[N:9]=[CH:8][CH:7]=2)=[N:2]1.Cl[S:17]([C:20]1[CH:21]=[C:22]([CH:27]=[CH:28][C:29]=1[O:30][CH3:31])[C:23]([O:25][CH3:26])=[O:24])(=[O:19])=[O:18], predict the reaction product. The product is: [CH3:31][O:30][C:29]1[CH:28]=[CH:27][C:22]([C:23]([O:25][CH3:26])=[O:24])=[CH:21][C:20]=1[S:17]([N:1]1[CH:5]=[CH:4][C:3]([C:6]2[C:15]3[C:10](=[CH:11][CH:12]=[CH:13][CH:14]=3)[N:9]=[CH:8][CH:7]=2)=[N:2]1)(=[O:18])=[O:19]. (8) Given the reactants Cl[C:2]1[CH:7]=[N:6][CH:5]=[C:4]([Cl:8])[N:3]=1.[OH:9][C:10]1[C:19]2[C:14](=[CH:15][CH:16]=[CH:17][CH:18]=2)[N:13]=[CH:12][CH:11]=1, predict the reaction product. The product is: [Cl:8][C:4]1[CH:5]=[N:6][CH:7]=[C:2]([O:9][C:10]2[C:19]3[C:14](=[CH:15][CH:16]=[CH:17][CH:18]=3)[N:13]=[CH:12][CH:11]=2)[N:3]=1. (9) Given the reactants [CH2:1]([CH:8]1[C:17]2[C:12](=[CH:13][CH:14]=[C:15]([O:18]C)[CH:16]=2)[O:11][CH2:10][CH:9]1[NH:20][C:21](=[O:25])[O:22][CH2:23][CH3:24])[C:2]1[CH:7]=[CH:6][CH:5]=[CH:4][CH:3]=1.B(Br)(Br)Br.C(=O)([O-])O.[Na+], predict the reaction product. The product is: [CH2:1]([CH:8]1[C:17]2[C:12](=[CH:13][CH:14]=[C:15]([OH:18])[CH:16]=2)[O:11][CH2:10][CH:9]1[NH:20][C:21](=[O:25])[O:22][CH2:23][CH3:24])[C:2]1[CH:3]=[CH:4][CH:5]=[CH:6][CH:7]=1. (10) Given the reactants [CH:1]1([N:4]([CH3:28])[CH:5]2[CH2:14][CH2:13][C:12]([CH3:16])([CH3:15])[C:11]3[CH:10]=[C:9]([NH:17][C:18]([NH:20][C:21]4[CH:26]=[CH:25][C:24](I)=[CH:23][CH:22]=4)=[O:19])[CH:8]=[CH:7][C:6]2=3)[CH2:3][CH2:2]1.C1(P(C2C=CC=CC=2)CCCP(C2C=CC=CC=2)C2C=CC=CC=2)C=CC=CC=1.CN(C)[CH:60]=[O:61].[CH3:63][OH:64], predict the reaction product. The product is: [CH3:63][O:64][C:60](=[O:61])[C:24]1[CH:25]=[CH:26][C:21]([NH:20][C:18]([NH:17][C:9]2[CH:8]=[CH:7][C:6]3[CH:5]([N:4]([CH:1]4[CH2:3][CH2:2]4)[CH3:28])[CH2:14][CH2:13][C:12]([CH3:16])([CH3:15])[C:11]=3[CH:10]=2)=[O:19])=[CH:22][CH:23]=1.